Dataset: Forward reaction prediction with 1.9M reactions from USPTO patents (1976-2016). Task: Predict the product of the given reaction. (1) The product is: [F:7][C:8]1[C:9](=[O:10])[N:5]=[C:4]([CH2:3][F:2])[NH:6][C:13]=1[OH:14]. Given the reactants Cl.[F:2][CH2:3][C:4]([NH2:6])=[NH:5].[F:7][CH:8]([C:13](OC)=[O:14])[C:9](OC)=[O:10].C[O-].[Na+], predict the reaction product. (2) The product is: [CH2:2]([O:3][C:4]([C:6]1[CH:19]=[C:18]([Cl:17])[O:8][N:7]=1)=[O:5])[CH3:1]. Given the reactants [CH3:1][CH2:2][O:3][C:4](/[C:6](/Cl)=[N:7]\[OH:8])=[O:5].CCN(CC)CC.[Cl:17][C:18](Cl)=[CH2:19], predict the reaction product. (3) Given the reactants [OH-].[K+].[CH3:3][C:4]1[N:9]=[N:8][C:7]([NH:10][NH2:11])=[CH:6][CH:5]=1.[C:12](=S)=[S:13].Cl, predict the reaction product. The product is: [CH3:3][C:4]1[CH:5]=[CH:6][C:7]2[N:8]([C:12]([SH:13])=[N:11][N:10]=2)[N:9]=1. (4) Given the reactants C[Si](C)(C)N[Si](C)(C)C.[Li].[CH3:11][N:12]([CH3:36])[CH:13]([CH2:34][CH3:35])[CH2:14][CH2:15][NH:16][C:17]1[CH:33]=[CH:32][C:20]2[N:21]=[CH:22][N:23](COCC[Si](C)(C)C)[C:19]=2[CH:18]=1.[CH:37]1[C:46]2[C:41](=[CH:42][CH:43]=[CH:44][CH:45]=2)[C:40]([C:47]2[CH:48]=[C:49]([CH:52]=[CH:53][C:54]=2[O:55][CH3:56])[CH:50]=[O:51])=[CH:39][N:38]=1, predict the reaction product. The product is: [CH3:36][N:12]([CH3:11])[CH:13]1[CH2:14][CH2:15][N:16]([C:17]2[CH:33]=[CH:32][C:20]3[N:21]=[C:22]([C:50]([C:49]4[CH:52]=[CH:53][C:54]([O:55][CH3:56])=[C:47]([C:40]5[C:41]6[C:46](=[CH:45][CH:44]=[CH:43][CH:42]=6)[CH:37]=[N:38][CH:39]=5)[CH:48]=4)=[O:51])[NH:23][C:19]=3[CH:18]=2)[CH2:35][CH2:34]1. (5) Given the reactants [NH2:1][C:2]1[CH:7]=[CH:6][C:5]([N:8]2[CH2:13][CH2:12][CH:11]([CH:14]([C:20]3[CH:25]=[CH:24][CH:23]=[CH:22][CH:21]=3)[C:15]([NH:17][CH2:18][CH3:19])=[O:16])[CH2:10][CH2:9]2)=[C:4]([C:26]#[N:27])[CH:3]=1.C(C1C=C([N+]([O-])=O)C=CC=1N1CC[CH:42]([CH:45]([C:51]2C=CC=C[CH:52]=2)[C:46](NCC)=[O:47])[CH2:41]C1)#N, predict the reaction product. The product is: [C:26]([C:4]1[CH:3]=[C:2]([NH:1][C:46](=[O:47])[CH:45]([CH2:51][CH3:52])[CH2:42][CH3:41])[CH:7]=[CH:6][C:5]=1[N:8]1[CH2:9][CH2:10][CH:11]([CH:14]([C:15](=[O:16])[NH:17][CH2:18][CH3:19])[C:20]2[CH:21]=[CH:22][CH:23]=[CH:24][CH:25]=2)[CH2:12][CH2:13]1)#[N:27]. (6) Given the reactants Cl[CH2:2][CH2:3][CH2:4][O:5][C:6]1[CH:14]=[CH:13][C:12]2[N:11]3[CH2:15][CH2:16][NH:17][C:18](=[O:19])[C:10]3=[CH:9][C:8]=2[CH:7]=1.[OH:20][C@@H:21]1[CH2:25][CH2:24][NH:23][CH2:22]1, predict the reaction product. The product is: [OH:20][C@@H:21]1[CH2:25][CH2:24][N:23]([CH2:2][CH2:3][CH2:4][O:5][C:6]2[CH:14]=[CH:13][C:12]3[N:11]4[CH2:15][CH2:16][NH:17][C:18](=[O:19])[C:10]4=[CH:9][C:8]=3[CH:7]=2)[CH2:22]1.